Dataset: Forward reaction prediction with 1.9M reactions from USPTO patents (1976-2016). Task: Predict the product of the given reaction. (1) Given the reactants [F:1][C:2]1[CH:11]=[C:10]2[C:5]([CH2:6][CH2:7][CH2:8][CH:9]2[C:12]([OH:14])=O)=[CH:4][CH:3]=1.[CH3:15][N:16]([CH3:34])[C:17]1[CH:22]=[CH:21][C:20]([CH2:23][NH:24][C:25]2[CH:30]=[CH:29][C:28]([CH:31]([CH3:33])[CH3:32])=[CH:27][CH:26]=2)=[CH:19][CH:18]=1, predict the reaction product. The product is: [CH3:15][N:16]([CH3:34])[C:17]1[CH:18]=[CH:19][C:20]([CH2:23][N:24]([C:25]2[CH:30]=[CH:29][C:28]([CH:31]([CH3:32])[CH3:33])=[CH:27][CH:26]=2)[C:12]([CH:9]2[C:10]3[C:5](=[CH:4][CH:3]=[C:2]([F:1])[CH:11]=3)[CH2:6][CH2:7][CH2:8]2)=[O:14])=[CH:21][CH:22]=1. (2) The product is: [CH2:1]([O:5][C:6]1[CH:14]=[CH:13][C:9]([C:10]([NH:16][C:17]2[CH:22]=[CH:21][C:20]([N:23]3[CH2:27][CH2:26][CH:25]([N:28]([CH3:29])[CH3:30])[CH2:24]3)=[C:19]([F:31])[CH:18]=2)=[O:12])=[C:8]([CH3:15])[CH:7]=1)[CH2:2][CH2:3][CH3:4]. Given the reactants [CH2:1]([O:5][C:6]1[CH:14]=[CH:13][C:9]([C:10]([OH:12])=O)=[C:8]([CH3:15])[CH:7]=1)[CH2:2][CH2:3][CH3:4].[NH2:16][C:17]1[CH:22]=[CH:21][C:20]([N:23]2[CH2:27][CH2:26][CH:25]([N:28]([CH3:30])[CH3:29])[CH2:24]2)=[C:19]([F:31])[CH:18]=1, predict the reaction product. (3) Given the reactants [NH2:1][C@H:2]1[CH2:7][CH2:6][C@H:5]([NH:8][C:9]2[C:17]([F:18])=[CH:16][C:12]([C:13]([NH2:15])=[O:14])=[C:11]([O:19][CH3:20])[N:10]=2)[CH2:4][CH2:3]1.[S:21]1(=[O:29])(=[O:28])[CH2:26][CH2:25][C:24](=O)[CH2:23][CH2:22]1.C([BH3-])#N.[Na+], predict the reaction product. The product is: [O:28]=[S:21]1(=[O:29])[CH2:26][CH2:25][CH:24]([NH:1][C@H:2]2[CH2:7][CH2:6][C@H:5]([NH:8][C:9]3[C:17]([F:18])=[CH:16][C:12]([C:13]([NH2:15])=[O:14])=[C:11]([O:19][CH3:20])[N:10]=3)[CH2:4][CH2:3]2)[CH2:23][CH2:22]1. (4) The product is: [Br:1][C:2]1[C:3]2[C:7]([CH:8]=[CH:9][CH:10]=1)=[N:6][N:5]([CH2:12][C:13]1[CH:18]=[CH:17][CH:16]=[C:15]([Cl:19])[CH:14]=1)[CH:4]=2. Given the reactants [Br:1][C:2]1[CH:10]=[CH:9][CH:8]=[C:7]2[C:3]=1[CH:4]=[N:5][NH:6]2.Br[CH2:12][C:13]1[CH:18]=[CH:17][CH:16]=[C:15]([Cl:19])[CH:14]=1, predict the reaction product. (5) Given the reactants C(C1N=[C:9]([C:11](C)(C)C)[CH:8]=[C:7]([C:15]([CH3:18])([CH3:17])C)N=1)(C)(C)C.C[Si](C)(C)N[Si](C)(C)C.[K].C1(C)C=CC(S([O:38][S:39]([C:42]2[CH:47]=[CH:46][C:45]([CH3:48])=[CH:44][CH:43]=2)(=[O:41])=[O:40])(=O)=O)=CC=1.S([C:54]1[CH:60]=[CH:59][C:57]([CH3:58])=[CH:56][CH:55]=1)([O-])(=O)=O.[O:61]1[C@H:68]([CH2:69][OH:70])[C@@H:66]([OH:67])[C@H:64]([OH:65])[CH:63]=[CH:62]1, predict the reaction product. The product is: [CH2:58]([O:65][C@H:64]1[C@H:66]([O:67][CH2:17][C:15]2[CH:18]=[CH:11][CH:9]=[CH:8][CH:7]=2)[C@@H:68]([CH2:69][O:70][CH2:18][C:15]2[CH:7]=[CH:8][CH:9]=[CH:11][CH:17]=2)[O:61][C@H:62]([O:38][S:39]([C:42]2[CH:43]=[CH:44][C:45]([CH3:48])=[CH:46][CH:47]=2)(=[O:40])=[O:41])[CH2:63]1)[C:57]1[CH:59]=[CH:60][CH:54]=[CH:55][CH:56]=1. (6) The product is: [OH:35][C:29]1([C:24]2[CH:25]=[CH:26][CH:27]=[CH:28][C:23]=2[C:22]([F:37])([F:21])[F:36])[CH2:34][CH2:33][N:32]([C:14]([C@@:11]2([CH:17]([CH3:19])[CH3:18])[CH2:12][CH2:13][C@@H:9]([NH:8][C:6](=[O:7])[O:5][C:1]([CH3:2])([CH3:3])[CH3:4])[CH2:10]2)=[O:16])[CH2:31][CH2:30]1. Given the reactants [C:1]([O:5][C:6]([NH:8][C@@H:9]1[CH2:13][CH2:12][C@:11]([CH:17]([CH3:19])[CH3:18])([C:14]([OH:16])=O)[CH2:10]1)=[O:7])([CH3:4])([CH3:3])[CH3:2].Cl.[F:21][C:22]([F:37])([F:36])[C:23]1[CH:28]=[CH:27][CH:26]=[CH:25][C:24]=1[C:29]1([OH:35])[CH2:34][CH2:33][NH:32][CH2:31][CH2:30]1.C(N(CC)CC)C.F[P-](F)(F)(F)(F)F.N1(O[P+](N2CCCC2)(N2CCCC2)N2CCCC2)C2C=CC=CC=2N=N1, predict the reaction product. (7) Given the reactants Br[C:2]1[C:3]([CH3:20])=[N:4][N:5]([CH2:14][C:15]2[CH:19]=[CH:18][O:17][CH:16]=2)[C:6]=1[C:7]1[CH:12]=[CH:11][C:10]([F:13])=[CH:9][CH:8]=1.CC1(C)C(C)(C)OB([C:29]2[CH:30]=[CH:31][C:32]3[O:37][CH2:36][C:35](=[O:38])[NH:34][C:33]=3[CH:39]=2)O1.C(=O)([O-])[O-].[Cs+].[Cs+].O, predict the reaction product. The product is: [F:13][C:10]1[CH:11]=[CH:12][C:7]([C:6]2[N:5]([CH2:14][C:15]3[CH:19]=[CH:18][O:17][CH:16]=3)[N:4]=[C:3]([CH3:20])[C:2]=2[C:29]2[CH:30]=[CH:31][C:32]3[O:37][CH2:36][C:35](=[O:38])[NH:34][C:33]=3[CH:39]=2)=[CH:8][CH:9]=1.